This data is from TCR-epitope binding with 47,182 pairs between 192 epitopes and 23,139 TCRs. The task is: Binary Classification. Given a T-cell receptor sequence (or CDR3 region) and an epitope sequence, predict whether binding occurs between them. (1) The epitope is TFYLTNDVSFL. The TCR CDR3 sequence is CASSQVGLAGEQYF. Result: 0 (the TCR does not bind to the epitope). (2) The epitope is RAKFKQLL. The TCR CDR3 sequence is CASSSQLWREEIEQFF. Result: 0 (the TCR does not bind to the epitope).